From a dataset of Reaction yield outcomes from USPTO patents with 853,638 reactions. Predict the reaction yield, written as a fraction of the theoretical maximum amount of product (1.0 means a 100% yield; for example, 0.34 means a 34% yield). (1) The reactants are [C:1]([C:3]1[CH:8]=[C:7]([O:9][CH3:10])[C:6]([O:11][CH2:12][C:13]2[CH:18]=[CH:17][CH:16]=[C:15]([S:19]([CH3:27])(=[N:21][C:22]([O:24][CH2:25][CH3:26])=[O:23])=[O:20])[CH:14]=2)=[CH:5][C:4]=1[N:28]=[CH:29]N(C)C)#[N:2].[NH2:33][C:34]1[CH:39]=[CH:38][N:37]=[CH:36][CH:35]=1.CCCCCC.ClCCl.CO. The catalyst is CO. The product is [CH2:25]([O:24][C:22]([N:21]=[S:19]([CH3:27])([C:15]1[CH:16]=[CH:17][CH:18]=[C:13]([CH2:12][O:11][C:6]2[CH:5]=[C:4]3[C:3]([C:1]([NH:33][C:34]4[CH:39]=[CH:38][N:37]=[CH:36][CH:35]=4)=[N:2][CH:29]=[N:28]3)=[CH:8][C:7]=2[O:9][CH3:10])[CH:14]=1)=[O:20])=[O:23])[CH3:26]. The yield is 0.340. (2) The reactants are CCCCC.[C:6]([Li])([CH3:9])([CH3:8])[CH3:7].C1COCC1.[CH3:16][O:17][C:18]1[CH:23]=[CH:22][C:21]([N:24]2[CH2:29][CH2:28][N:27]([C:30]3[C:31]([CH3:44])=[C:32]([CH3:43])[C:33]4[O:37][C:36]([CH3:39])([CH3:38])[C:35](=[O:40])[C:34]=4[C:41]=3[CH3:42])[CH2:26][CH2:25]2)=[CH:20][CH:19]=1. The catalyst is O. The product is [C:6]([C:35]1([OH:40])[C:34]2[C:41]([CH3:42])=[C:30]([N:27]3[CH2:26][CH2:25][N:24]([C:21]4[CH:20]=[CH:19][C:18]([O:17][CH3:16])=[CH:23][CH:22]=4)[CH2:29][CH2:28]3)[C:31]([CH3:44])=[C:32]([CH3:43])[C:33]=2[O:37][C:36]1([CH3:39])[CH3:38])([CH3:9])([CH3:8])[CH3:7]. The yield is 0.330. (3) The reactants are C([NH:11][CH2:12][C:13](=[O:44])[CH2:14][CH2:15][C:16]([O:18][CH2:19][CH2:20][CH2:21][CH2:22][CH2:23][CH2:24][CH2:25][CH2:26][CH2:27][CH2:28][CH2:29][CH2:30][CH2:31][CH2:32][CH2:33][C:34]([O:36]CC1C=CC=CC=1)=[O:35])=[O:17])(OCC1C=CC=CC=1)=O.[ClH:45].[H][H]. The catalyst is [Pd].CC(O)C. The product is [ClH:45].[NH2:11][CH2:12][C:13](=[O:44])[CH2:14][CH2:15][C:16]([O:18][CH2:19][CH2:20][CH2:21][CH2:22][CH2:23][CH2:24][CH2:25][CH2:26][CH2:27][CH2:28][CH2:29][CH2:30][CH2:31][CH2:32][CH2:33][C:34]([OH:36])=[O:35])=[O:17]. The yield is 0.190. (4) The reactants are [NH:1]1[C:5]2=[N:6][CH:7]=[C:8]([C:10]#[N:11])[CH:9]=[C:4]2[CH:3]=[CH:2]1.Cl.[CH3:13][NH:14][CH3:15].[CH2:16]=O. The catalyst is C(O)(C)C. The product is [CH3:13][N:14]([CH2:16][C:3]1[C:4]2[C:5](=[N:6][CH:7]=[C:8]([C:10]#[N:11])[CH:9]=2)[NH:1][CH:2]=1)[CH3:15]. The yield is 0.480. (5) The reactants are Cl[C:2]1[CH:7]=[CH:6][C:5]([N+:8]([O-:10])=[O:9])=[CH:4][C:3]=1[S:11]([NH2:14])(=[O:13])=[O:12].C(=O)([O-])[O-].[NH4+:19].[NH4+].[OH-].[NH4+]. The catalyst is S([O-])([O-])(=O)=O.[Cu+2]. The product is [NH2:19][C:2]1[CH:7]=[CH:6][C:5]([N+:8]([O-:10])=[O:9])=[CH:4][C:3]=1[S:11]([NH2:14])(=[O:13])=[O:12]. The yield is 0.610.